From a dataset of Reaction yield outcomes from USPTO patents with 853,638 reactions. Predict the reaction yield, written as a fraction of the theoretical maximum amount of product (1.0 means a 100% yield; for example, 0.34 means a 34% yield). (1) The reactants are Br[C:2]1[S:3][C:4]2[CH:10]=[C:9]([O:11][CH3:12])[CH:8]=[CH:7][C:5]=2[N:6]=1.[C:13]([C:16]1[S:17][C:18](B(O)O)=[CH:19][CH:20]=1)([OH:15])=[O:14].C(=O)([O-])[O-].[Na+].[Na+]. The catalyst is CN(C)C=O.O.C1C=CC([P]([Pd]([P](C2C=CC=CC=2)(C2C=CC=CC=2)C2C=CC=CC=2)([P](C2C=CC=CC=2)(C2C=CC=CC=2)C2C=CC=CC=2)[P](C2C=CC=CC=2)(C2C=CC=CC=2)C2C=CC=CC=2)(C2C=CC=CC=2)C2C=CC=CC=2)=CC=1. The product is [CH3:12][O:11][C:9]1[CH:8]=[CH:7][C:5]2[N:6]=[C:2]([C:18]3[S:17][C:16]([C:13]([OH:15])=[O:14])=[CH:20][CH:19]=3)[S:3][C:4]=2[CH:10]=1. The yield is 0.380. (2) The reactants are [Br:1][C:2]1[CH:18]=[CH:17][C:5]2[CH:6]=[CH:7][C:8]3[CH:15]=[C:14]([Cl:16])[CH:13]=[CH:12][C:9]=3[NH:10][CH2:11][C:4]=2[CH:3]=1.[C:19](OC(=O)C)(=[O:21])[CH3:20]. The catalyst is C1(C)C=CC=CC=1. The product is [Br:1][C:2]1[CH:18]=[CH:17][C:5]2[CH:6]=[CH:7][C:8]3[CH:15]=[C:14]([Cl:16])[CH:13]=[CH:12][C:9]=3[N:10]([C:19](=[O:21])[CH3:20])[CH2:11][C:4]=2[CH:3]=1. The yield is 0.720. (3) The reactants are [N+:1]([C:4]1[CH:25]=[CH:24][C:7]([O:8][C:9]2[N:14]=[CH:13][N:12]=[C:11]([NH:15][C:16]3[CH:21]=[CH:20][C:19]([S:22][CH3:23])=[CH:18][CH:17]=3)[CH:10]=2)=[CH:6][CH:5]=1)([O-])=O.[Cl-].[NH4+].C(O)C.O. The catalyst is C(OCC)(=O)C.CCCCCC.[Fe]. The product is [NH2:1][C:4]1[CH:25]=[CH:24][C:7]([O:8][C:9]2[N:14]=[CH:13][N:12]=[C:11]([NH:15][C:16]3[CH:21]=[CH:20][C:19]([S:22][CH3:23])=[CH:18][CH:17]=3)[CH:10]=2)=[CH:6][CH:5]=1. The yield is 0.690. (4) The reactants are Br.[CH:2]1([N:5]([C:13]2[N:18]3[N:19]=[CH:20][C:21]([CH:22]=[O:23])=[C:17]3[N:16]=[C:15](C3SC(CO)=CC=3)[CH:14]=2)C(=O)OC(C)(C)C)[CH2:4][CH2:3]1. The catalyst is ClCCl. The product is [CH:2]1([NH:5][C:13]2[N:18]3[N:19]=[CH:20][C:21]([CH:22]=[O:23])=[C:17]3[N:16]=[CH:15][CH:14]=2)[CH2:3][CH2:4]1. The yield is 0.340. (5) The reactants are [S:1]1[C:5]2[CH:6]=[CH:7][CH:8]=[CH:9][C:4]=2[N:3]=[CH:2]1.C([Li])CCC.CCCCCC.[CH3:21][O:22][CH2:23][O:24][C:25]1[CH:32]=[CH:31][CH:30]=[CH:29][C:26]=1[CH:27]=[O:28]. The yield is 0.250. The catalyst is O1CCCC1. The product is [S:1]1[C:5]2[CH:6]=[CH:7][CH:8]=[CH:9][C:4]=2[N:3]=[C:2]1[CH:27]([C:26]1[CH:29]=[CH:30][CH:31]=[CH:32][C:25]=1[O:24][CH2:23][O:22][CH3:21])[OH:28]. (6) The reactants are [OH:1][C:2]([CH3:35])([CH3:34])[CH2:3][C@@:4]1([C:28]2[CH:33]=[CH:32][CH:31]=[CH:30][CH:29]=2)[O:9][C:8](=[O:10])[N:7]([C@H:11]([C:13]2[CH:18]=[CH:17][C:16](B3OC(C)(C)C(C)(C)O3)=[CH:15][CH:14]=2)[CH3:12])[CH2:6][CH2:5]1.Br[C:37]1[CH:42]=[CH:41][N:40]([CH3:43])[C:39](=[O:44])[CH:38]=1.C([O-])([O-])=O.[Cs+].[Cs+]. The catalyst is O1CCOCC1.Cl[Pd](Cl)([P](C1C=CC=CC=1)(C1C=CC=CC=1)C1C=CC=CC=1)[P](C1C=CC=CC=1)(C1C=CC=CC=1)C1C=CC=CC=1. The product is [OH:1][C:2]([CH3:34])([CH3:35])[CH2:3][C@@:4]1([C:28]2[CH:33]=[CH:32][CH:31]=[CH:30][CH:29]=2)[O:9][C:8](=[O:10])[N:7]([C@H:11]([C:13]2[CH:14]=[CH:15][C:16]([C:37]3[CH:42]=[CH:41][N:40]([CH3:43])[C:39](=[O:44])[CH:38]=3)=[CH:17][CH:18]=2)[CH3:12])[CH2:6][CH2:5]1. The yield is 0.430.